The task is: Predict the reactants needed to synthesize the given product.. This data is from Full USPTO retrosynthesis dataset with 1.9M reactions from patents (1976-2016). The reactants are: [C:1](#[N:8])[C:2]1[CH:7]=[CH:6][CH:5]=[CH:4][CH:3]=1.[N-:9]=[N+:10]=[N-:11].[Na+].Cl.C(N(CC)CC)C. Given the product [C:2]1([C:1]2[NH:11][N:10]=[N:9][N:8]=2)[CH:7]=[CH:6][CH:5]=[CH:4][CH:3]=1, predict the reactants needed to synthesize it.